From a dataset of Forward reaction prediction with 1.9M reactions from USPTO patents (1976-2016). Predict the product of the given reaction. Given the reactants CS([C:5]1[N:10]=[C:9]([NH:11][CH2:12][CH2:13][C:14]2[CH:19]=[CH:18][C:17]([O:20][CH3:21])=[CH:16][CH:15]=2)[CH:8]=[C:7]([C:22]2[CH:27]=[CH:26][CH:25]=[C:24]([O:28][CH3:29])[CH:23]=2)[N:6]=1)(=O)=O.[CH3:30][NH:31][CH3:32].CO.[ClH:35], predict the reaction product. The product is: [ClH:35].[CH3:29][O:28][C:24]1[CH:23]=[C:22]([C:7]2[N:6]=[C:5]([N:31]([CH3:32])[CH3:30])[N:10]=[C:9]([NH:11][CH2:12][CH2:13][C:14]3[CH:19]=[CH:18][C:17]([O:20][CH3:21])=[CH:16][CH:15]=3)[CH:8]=2)[CH:27]=[CH:26][CH:25]=1.